This data is from Forward reaction prediction with 1.9M reactions from USPTO patents (1976-2016). The task is: Predict the product of the given reaction. (1) Given the reactants [CH3:1][S:2]([C:5]1[CH:10]=[CH:9][CH:8]=[CH:7][C:6]=1[C:11]1[CH:31]=[CH:30][C:14]2[NH:15][C:16]([CH2:18][O:19][C:20]3[CH:25]=[CH:24][C:23]([C:26]([F:29])([F:28])[F:27])=[CH:22][CH:21]=3)=[N:17][C:13]=2[CH:12]=1)(=[O:4])=[O:3].C[Si]([N-][Si](C)(C)C)(C)C.[Li+].[CH3:42][C:43]([CH3:45])=[O:44].CO, predict the reaction product. The product is: [CH3:42][C:43]([OH:44])([CH3:45])[CH2:1][S:2]([C:5]1[CH:10]=[CH:9][CH:8]=[CH:7][C:6]=1[C:11]1[CH:31]=[CH:30][C:14]2[NH:15][C:16]([CH2:18][O:19][C:20]3[CH:25]=[CH:24][C:23]([C:26]([F:27])([F:28])[F:29])=[CH:22][CH:21]=3)=[N:17][C:13]=2[CH:12]=1)(=[O:3])=[O:4]. (2) Given the reactants [Cl:1][C:2]1[C:30]([CH3:31])=[CH:29][C:5]([O:6][CH2:7][CH2:8][CH2:9][C:10]2[C:18]3[C:13](=[C:14]([C:19]4[O:20][CH:21]=[CH:22][CH:23]=4)[CH:15]=[CH:16][CH:17]=3)[NH:12][C:11]=2[C:24]([O:26]CC)=[O:25])=[CH:4][C:3]=1[CH3:32].[Li+].[OH-].O.CC#N.CC#N, predict the reaction product. The product is: [Cl:1][C:2]1[C:3]([CH3:32])=[CH:4][C:5]([O:6][CH2:7][CH2:8][CH2:9][C:10]2[C:18]3[C:13](=[C:14]([C:19]4[O:20][CH:21]=[CH:22][CH:23]=4)[CH:15]=[CH:16][CH:17]=3)[NH:12][C:11]=2[C:24]([OH:26])=[O:25])=[CH:29][C:30]=1[CH3:31]. (3) Given the reactants [CH:1]1([C:4]2[C:12]3[C:11]([C:13](O)=[O:14])=[CH:10][C:9]([C:16]4[CH:21]=[CH:20][C:19]([OH:22])=[CH:18][CH:17]=4)=[N:8][C:7]=3[N:6]([CH:23]3[CH2:28][CH2:27][CH2:26][CH2:25][O:24]3)[N:5]=2)[CH2:3][CH2:2]1.CCN(C(C)C)C(C)C.[C:38]([O:42][C:43]([N:45]1[CH2:50][CH2:49][NH:48][CH2:47][CH2:46]1)=[O:44])([CH3:41])([CH3:40])[CH3:39], predict the reaction product. The product is: [C:38]([O:42][C:43]([N:45]1[CH2:50][CH2:49][N:48]([C:13]([C:11]2[C:12]3[C:4]([CH:1]4[CH2:3][CH2:2]4)=[N:5][N:6]([CH:23]4[CH2:28][CH2:27][CH2:26][CH2:25][O:24]4)[C:7]=3[N:8]=[C:9]([C:16]3[CH:17]=[CH:18][C:19]([OH:22])=[CH:20][CH:21]=3)[CH:10]=2)=[O:14])[CH2:47][CH2:46]1)=[O:44])([CH3:41])([CH3:39])[CH3:40]. (4) Given the reactants [OH:1][C:2]1[CH:15]=[CH:14][C:13]2[S:12][C:11]3[C:6](=[CH:7][CH:8]=[CH:9][CH:10]=3)[C:5](=[O:16])[C:4]=2[CH:3]=1.Br[CH2:18][CH2:19][CH2:20][Cl:21].C(=O)([O-])[O-].[K+].[K+].C(OCC)(=O)C, predict the reaction product. The product is: [Cl:21][CH2:20][CH2:19][CH2:18][O:1][C:2]1[CH:15]=[CH:14][C:13]2[S:12][C:11]3[C:6](=[CH:7][CH:8]=[CH:9][CH:10]=3)[C:5](=[O:16])[C:4]=2[CH:3]=1. (5) Given the reactants [CH:1]1([N:4]2[C:13]3[C:8](=[CH:9][C:10]([F:24])=[C:11]([N:16]4[CH2:21][CH:20]([CH3:22])[NH:19][CH:18]([CH3:23])[CH2:17]4)[C:12]=3[O:14][CH3:15])[C:7](=[O:25])[C:6]([C:26]([NH:28][CH2:29][C:30]3[CH:35]=[CH:34][C:33]([Cl:36])=[CH:32][C:31]=3[Cl:37])=[O:27])=[CH:5]2)[CH2:3][CH2:2]1.[N:38]([CH2:41][C:42]([O:44][CH2:45][CH3:46])=[O:43])=[C:39]=[O:40], predict the reaction product. The product is: [CH2:45]([O:44][C:42](=[O:43])[CH2:41][NH:38][C:39]([N:19]1[CH:18]([CH3:23])[CH2:17][N:16]([C:11]2[C:12]([O:14][CH3:15])=[C:13]3[C:8]([C:7](=[O:25])[C:6]([C:26]([NH:28][CH2:29][C:30]4[CH:35]=[CH:34][C:33]([Cl:36])=[CH:32][C:31]=4[Cl:37])=[O:27])=[CH:5][N:4]3[CH:1]3[CH2:3][CH2:2]3)=[CH:9][C:10]=2[F:24])[CH2:21][CH:20]1[CH3:22])=[O:40])[CH3:46]. (6) The product is: [CH3:1][O:2][C:3]1[CH:8]=[CH:7][C:6]([O:9][CH3:10])=[CH:5][C:4]=1[C:11]1[N:15]([CH2:16][C:17]([NH:32][C:31]2[CH:33]=[C:27]([CH:24]([CH3:25])[CH3:26])[CH:28]=[CH:29][C:30]=2[CH3:34])=[O:18])[C:14]2[CH:20]=[CH:21][CH:22]=[CH:23][C:13]=2[N:12]=1. Given the reactants [CH3:1][O:2][C:3]1[CH:8]=[CH:7][C:6]([O:9][CH3:10])=[CH:5][C:4]=1[C:11]1[N:15]([CH2:16][C:17](O)=[O:18])[C:14]2[CH:20]=[CH:21][CH:22]=[CH:23][C:13]=2[N:12]=1.[CH:24]([C:27]1[CH:28]=[CH:29][C:30]([CH3:34])=[C:31]([CH:33]=1)[NH2:32])([CH3:26])[CH3:25].CN(C(ON1N=NC2C=CC=NC1=2)=[N+](C)C)C.F[P-](F)(F)(F)(F)F, predict the reaction product. (7) Given the reactants [Cl-].[CH3:2][C:3]1[C:11]2[CH2:10][O:9][C:8](=[O:12])[C:7]=2[CH:6]=[CH:5][C:4]=1[CH2:13][CH2:14][N:15]1[CH2:20][CH2:19][CH:18]([NH3+:21])[CH2:17][CH2:16]1.[N:22]1[O:23][N:24]=[C:25]2[CH:30]=[C:29]([C:31](O)=[O:32])[CH:28]=[CH:27][C:26]=12.CCN(C(C)C)C(C)C.C(Cl)CCl, predict the reaction product. The product is: [CH3:2][C:3]1[C:4]([CH2:13][CH2:14][N:15]2[CH2:16][CH2:17][CH:18]([NH:21][C:31]([C:29]3[CH:28]=[CH:27][C:26]4=[N:22][O:23][N:24]=[C:25]4[CH:30]=3)=[O:32])[CH2:19][CH2:20]2)=[CH:5][CH:6]=[C:7]2[C:11]=1[CH2:10][O:9][C:8]2=[O:12]. (8) Given the reactants S(Cl)([Cl:3])=O.CN(C)C=O.[Cl:10][C:11]1[CH:12]=[C:13]([C:21]2[O:25][N:24]=[C:23]([C:26]3[CH:31]=[CH:30][C:29]([CH2:32]O)=[CH:28][CH:27]=3)[N:22]=2)[CH:14]=[CH:15][C:16]=1[CH2:17][CH:18]([CH3:20])[CH3:19].O, predict the reaction product. The product is: [Cl:10][C:11]1[CH:12]=[C:13]([C:21]2[O:25][N:24]=[C:23]([C:26]3[CH:31]=[CH:30][C:29]([CH2:32][Cl:3])=[CH:28][CH:27]=3)[N:22]=2)[CH:14]=[CH:15][C:16]=1[CH2:17][CH:18]([CH3:20])[CH3:19].